From a dataset of Peptide-MHC class II binding affinity with 134,281 pairs from IEDB. Regression. Given a peptide amino acid sequence and an MHC pseudo amino acid sequence, predict their binding affinity value. This is MHC class II binding data. (1) The peptide sequence is VLMEWLKTRPI. The MHC is DRB1_0101 with pseudo-sequence DRB1_0101. The binding affinity (normalized) is 0.558. (2) The peptide sequence is ISGDLKTQIDQVEST. The MHC is HLA-DQA10301-DQB10302 with pseudo-sequence HLA-DQA10301-DQB10302. The binding affinity (normalized) is 0.276. (3) The peptide sequence is HLAEENEGDNACKRT. The MHC is DRB1_0701 with pseudo-sequence DRB1_0701. The binding affinity (normalized) is 0. (4) The peptide sequence is YSINNVMDEIDFFEK. The MHC is HLA-DPA10201-DPB10501 with pseudo-sequence HLA-DPA10201-DPB10501. The binding affinity (normalized) is 0.392.